Predict the reactants needed to synthesize the given product. From a dataset of Full USPTO retrosynthesis dataset with 1.9M reactions from patents (1976-2016). (1) Given the product [NH2:32][C:22]1[N:21]=[C:20]([NH:4][C:3]2[CH:5]=[CH:6][C:7]([O:9][C:10]3[CH:15]=[CH:14][N:13]=[C:12]4[NH:16][CH:17]=[CH:18][C:11]=34)=[CH:8][C:2]=2[F:1])[CH:25]=[C:24]([C:26]2[CH:31]=[CH:30][N:29]=[CH:28][CH:27]=2)[N:23]=1, predict the reactants needed to synthesize it. The reactants are: [F:1][C:2]1[CH:8]=[C:7]([O:9][C:10]2[CH:15]=[CH:14][N:13]=[C:12]3[NH:16][CH:17]=[CH:18][C:11]=23)[CH:6]=[CH:5][C:3]=1[NH2:4].Cl[C:20]1[CH:25]=[C:24]([C:26]2[CH:31]=[CH:30][N:29]=[CH:28][CH:27]=2)[N:23]=[C:22]([NH2:32])[N:21]=1.Cl.C(=O)(O)[O-].[Na+]. (2) Given the product [Br-:10].[F:24][C:19]1[CH:18]=[C:17]2[C:22]([CH:23]=[C:14]([C:12](=[O:13])[CH2:11][N+:3]3[CH:4]=[CH:5][C:6]([S:8][CH3:9])=[N:7][C:2]=3[CH3:1])[C:15](=[O:25])[O:16]2)=[CH:21][CH:20]=1, predict the reactants needed to synthesize it. The reactants are: [CH3:1][C:2]1[N:7]=[C:6]([S:8][CH3:9])[CH:5]=[CH:4][N:3]=1.[Br:10][CH2:11][C:12]([C:14]1[C:15](=[O:25])[O:16][C:17]2[C:22]([CH:23]=1)=[CH:21][CH:20]=[C:19]([F:24])[CH:18]=2)=[O:13]. (3) Given the product [CH2:1]([O:8][C@H:9]1[C@H:14]([O:15][CH2:16][C:17]2[CH:22]=[CH:21][CH:20]=[CH:19][CH:18]=2)[C@@H:13]([O:23][CH2:24][C:25]2[CH:26]=[CH:27][CH:28]=[CH:29][CH:30]=2)[C:12]([C:33]2[CH:38]=[CH:37][C:36]([CH3:39])=[C:35]([CH2:40][C:41]3[CH:50]=[CH:49][C:44]4[O:45][CH2:46][CH2:47][O:48][C:43]=4[CH:42]=3)[CH:34]=2)([O:31][CH3:32])[O:11][C:10]1([CH2:53][OH:54])[CH2:51][OH:52])[C:2]1[CH:3]=[CH:4][CH:5]=[CH:6][CH:7]=1, predict the reactants needed to synthesize it. The reactants are: [CH2:1]([O:8][C@H:9]1[C@H:14]([O:15][CH2:16][C:17]2[CH:22]=[CH:21][CH:20]=[CH:19][CH:18]=2)[C@@H:13]([O:23][CH2:24][C:25]2[CH:30]=[CH:29][CH:28]=[CH:27][CH:26]=2)[C:12]([C:33]2[CH:38]=[CH:37][C:36]([CH3:39])=[C:35]([CH2:40][C:41]3[CH:50]=[CH:49][C:44]4[O:45][CH2:46][CH2:47][O:48][C:43]=4[CH:42]=3)[CH:34]=2)([O:31][CH3:32])[O:11][C@@H:10]1[CH:51]=[O:52])[C:2]1[CH:7]=[CH:6][CH:5]=[CH:4][CH:3]=1.[CH2:53]=[O:54].[OH-].[K+]. (4) The reactants are: [Br:1]Br.[CH2:3]([C:5]1[CH:10]=[CH:9][C:8]([OH:11])=[CH:7][CH:6]=1)[CH3:4]. Given the product [Br:1][C:7]1[CH:6]=[C:5]([CH2:3][CH3:4])[CH:10]=[CH:9][C:8]=1[OH:11], predict the reactants needed to synthesize it.